Dataset: Catalyst prediction with 721,799 reactions and 888 catalyst types from USPTO. Task: Predict which catalyst facilitates the given reaction. (1) Reactant: [CH2:1]([O:3][CH:4]([O:9][CH2:10][CH3:11])[C:5](=[NH:8])OC)[CH3:2].Cl.[F:13][CH:14]([F:20])[C:15](=[N:17]NC)[NH2:16].[C:21]([O-])(=O)C.[Na+]. Product: [CH2:10]([O:9][CH:4]([O:3][CH2:1][CH3:2])[C:5]1[N:8]([CH3:21])[N:17]=[C:15]([CH:14]([F:20])[F:13])[N:16]=1)[CH3:11]. The catalyst class is: 5. (2) Reactant: [N:1]1([C:7]2[CH:12]=[C:11]([NH2:13])[CH:10]=[CH:9][N:8]=2)[CH2:6][CH2:5][O:4][CH2:3][CH2:2]1.C([O-])(=O)C.[Na+].[I:19]Cl.O. Product: [I:19][C:10]1[C:11]([NH2:13])=[CH:12][C:7]([N:1]2[CH2:2][CH2:3][O:4][CH2:5][CH2:6]2)=[N:8][CH:9]=1. The catalyst class is: 15. (3) Reactant: [F:1][CH:2]([F:12])[C:3]1[NH:4][C:5]2[CH:11]=[CH:10][CH:9]=[CH:8][C:6]=2[N:7]=1.[H-].[Na+].Cl[C:16]1[N:21]=[C:20]([Cl:22])[CH:19]=[C:18]([Cl:23])[N:17]=1.O. Product: [Cl:23][C:18]1[CH:19]=[C:20]([Cl:22])[N:21]=[C:16]([N:7]2[C:6]3[CH:8]=[CH:9][CH:10]=[CH:11][C:5]=3[N:4]=[C:3]2[CH:2]([F:1])[F:12])[N:17]=1. The catalyst class is: 3. (4) Reactant: [F:1][C:2]1[CH:7]=[C:6]([F:8])[CH:5]=[CH:4][C:3]=1[NH:9][C:10](=[O:34])[NH:11][C:12]1[CH:17]=[CH:16][C:15]([C:18]2[S:19][CH:20]=[C:21]([C:23]([NH:25][C@@H:26]([CH:31]([CH3:33])[CH3:32])[C:27]([O:29]C)=[O:28])=[O:24])[N:22]=2)=[CH:14][CH:13]=1.CO.[Li+].[OH-]. Product: [F:1][C:2]1[CH:7]=[C:6]([F:8])[CH:5]=[CH:4][C:3]=1[NH:9][C:10](=[O:34])[NH:11][C:12]1[CH:17]=[CH:16][C:15]([C:18]2[S:19][CH:20]=[C:21]([C:23]([NH:25][C@@H:26]([CH:31]([CH3:32])[CH3:33])[C:27]([OH:29])=[O:28])=[O:24])[N:22]=2)=[CH:14][CH:13]=1. The catalyst class is: 1. (5) The catalyst class is: 402. Product: [Cl:1][C:2]1[C:3]([C:8]([NH:20][C:21]2[CH:22]=[C:23]([O:24][C:25]3[CH:26]=[CH:27][C:28]4[N:29]([N:31]=[C:32]([NH:34][C:35]([CH:37]5[CH2:38][CH2:39]5)=[O:36])[N:33]=4)[CH:30]=3)[CH:40]=[CH:41][C:42]=2[CH3:43])=[O:10])=[N:4][N:5]([CH3:7])[CH:6]=1. Reactant: [Cl:1][C:2]1[C:3]([C:8]([OH:10])=O)=[N:4][N:5]([CH3:7])[CH:6]=1.O1CCCC1.S(Cl)(Cl)=O.[NH2:20][C:21]1[CH:22]=[C:23]([CH:40]=[CH:41][C:42]=1[CH3:43])[O:24][C:25]1[CH:26]=[CH:27][C:28]2[N:29]([N:31]=[C:32]([NH:34][C:35]([CH:37]3[CH2:39][CH2:38]3)=[O:36])[N:33]=2)[CH:30]=1. (6) Reactant: C[O:2][C:3]1[CH:28]=[CH:27][C:6]([O:7][C:8]2[C:9]([CH3:26])=[CH:10][C:11]([NH:17][C:18](=[O:25])[CH2:19][C:20]([O:22]CC)=[O:21])=[C:12]3[C:16]=2[CH2:15][CH2:14][CH2:13]3)=[CH:5][C:4]=1[CH2:29][CH2:30][C:31]1[CH:36]=[CH:35][C:34]([O:37]C)=[CH:33][CH:32]=1.B(Br)(Br)Br.CO.Cl. Product: [OH:2][C:3]1[CH:28]=[CH:27][C:6]([O:7][C:8]2[C:9]([CH3:26])=[CH:10][C:11]([NH:17][C:18](=[O:25])[CH2:19][C:20]([OH:22])=[O:21])=[C:12]3[C:16]=2[CH2:15][CH2:14][CH2:13]3)=[CH:5][C:4]=1[CH2:29][CH2:30][C:31]1[CH:36]=[CH:35][C:34]([OH:37])=[CH:33][CH:32]=1. The catalyst class is: 4. (7) Reactant: [C:1]([O:5][C:6]([NH:8][C@@H:9]([CH2:22][CH:23]([CH3:25])[CH3:24])[CH2:10]OS(C1C=CC(C)=CC=1)(=O)=O)=[O:7])([CH3:4])([CH3:3])[CH3:2].[C:26]([O-:29])(=[S:28])[CH3:27].[K+].O. Product: [C:1]([O:5][C:6]([NH:8][C@@H:9]([CH2:22][CH:23]([CH3:24])[CH3:25])[CH2:10][S:28][C:26](=[O:29])[CH3:27])=[O:7])([CH3:2])([CH3:3])[CH3:4]. The catalyst class is: 3. (8) Reactant: [C:1]([O:9][CH3:10])(=[O:8])/[CH:2]=[CH:3]\[C:4]([O:6][CH3:7])=[O:5].CO[CH2:13][N:14]([CH2:20][C:21]1[CH:26]=[CH:25][CH:24]=[CH:23][CH:22]=1)[CH2:15][Si](C)(C)C.C(O)(C(F)(F)F)=O. Product: [CH2:20]([N:14]1[CH2:15][CH:3]([C:4]([O:6][CH3:7])=[O:5])[CH:2]([C:1]([O:9][CH3:10])=[O:8])[CH2:13]1)[C:21]1[CH:26]=[CH:25][CH:24]=[CH:23][CH:22]=1. The catalyst class is: 2. (9) Reactant: [CH:1]1[CH:6]=[CH:5][C:4]([O:7][C:8]2[C:13]([NH2:14])=[CH:12][CH:11]=[CH:10][CH:9]=2)=[CH:3][CH:2]=1.[CH3:15][O:16][C:17]1[C:22]([CH:23]=O)=[CH:21][CH:20]=[CH:19][N:18]=1.[BH4-].[Na+].C(O)=O. Product: [CH3:15][O:16][C:17]1[C:22]([CH2:23][NH:14][C:13]2[CH:12]=[CH:11][CH:10]=[CH:9][C:8]=2[O:7][C:4]2[CH:5]=[CH:6][CH:1]=[CH:2][CH:3]=2)=[CH:21][CH:20]=[CH:19][N:18]=1. The catalyst class is: 5. (10) Product: [N:6]12[CH2:11][CH2:10][CH:9]([CH2:8][CH2:7]1)[C@H:4]([NH:3][CH2:29][CH2:30][N:31]1[C:39]3[C:34](=[CH:35][CH:36]=[CH:37][C:38]=3[C:40]([O:42][CH3:43])=[O:41])[CH:33]=[N:32]1)[CH2:5]2. The catalyst class is: 559. Reactant: Cl.Cl.[NH2:3][C@H:4]1[CH:9]2[CH2:10][CH2:11][N:6]([CH2:7][CH2:8]2)[CH2:5]1.[H-].[Na+].C(O[BH-](OC(=O)C)OC(=O)C)(=O)C.[Na+].O=[CH:29][CH2:30][N:31]1[C:39]2[C:34](=[CH:35][CH:36]=[CH:37][C:38]=2[C:40]([O:42][CH3:43])=[O:41])[CH:33]=[N:32]1.